This data is from Reaction yield outcomes from USPTO patents with 853,638 reactions. The task is: Predict the reaction yield, written as a fraction of the theoretical maximum amount of product (1.0 means a 100% yield; for example, 0.34 means a 34% yield). (1) The reactants are C([O:3][CH:4](OCC)[CH2:5][CH2:6][CH2:7][NH:8][C:9]([O:11][CH2:12][CH:13]1[C:25]2[C:20](=[CH:21][CH:22]=[CH:23][CH:24]=2)[C:19]2[C:14]1=[CH:15][CH:16]=[CH:17][CH:18]=2)=[O:10])C.Cl. The catalyst is O1CCOCC1. The product is [C:9]([NH:8][CH2:7][CH2:6][CH2:5][CH:4]=[O:3])([O:11][CH2:12][CH:13]1[C:25]2[C:20](=[CH:21][CH:22]=[CH:23][CH:24]=2)[C:19]2[C:14]1=[CH:15][CH:16]=[CH:17][CH:18]=2)=[O:10]. The yield is 0.900. (2) The reactants are [C:1]1([CH2:7][CH2:8][C:9](=[O:11])[CH3:10])[CH:6]=[CH:5][CH:4]=[CH:3][CH:2]=1.[CH3:12][N:13]([CH:15](OC)OC)[CH3:14]. The catalyst is CN(C=O)C. The product is [CH3:12][N:13]([CH3:15])/[CH:14]=[CH:10]/[C:9](=[O:11])[CH2:8][CH2:7][C:1]1[CH:6]=[CH:5][CH:4]=[CH:3][CH:2]=1. The yield is 0.370.